From a dataset of Reaction yield outcomes from USPTO patents with 853,638 reactions. Predict the reaction yield, written as a fraction of the theoretical maximum amount of product (1.0 means a 100% yield; for example, 0.34 means a 34% yield). The reactants are [C:1]([O:5][C:6]([NH:8][C@@:9]1([C:33]([O:35][C:36]([CH3:39])([CH3:38])[CH3:37])=[O:34])[C@H:14]([O:15][CH2:16][C:17]2[CH:22]=[CH:21][C:20]([Cl:23])=[C:19]([Cl:24])[CH:18]=2)[C@H:13]([OH:25])[C@@H:12]2[C@H:10]1[C@H:11]2[C:26]([O:28][C:29]([CH3:32])([CH3:31])[CH3:30])=[O:27])=[O:7])([CH3:4])([CH3:3])[CH3:2].C1(P(C2C=CC=CC=2)C2C=CC=CC=2)C=CC=CC=1.[N+:59]([C:62]1[CH:70]=[CH:69][C:65]([C:66](O)=[O:67])=[CH:64][CH:63]=1)([O-:61])=[O:60].N(C(OC(C)C)=O)=NC(OC(C)C)=O. The catalyst is O1CCCC1.C(OC)(C)(C)C. The product is [C:1]([O:5][C:6]([NH:8][C@@:9]1([C:33]([O:35][C:36]([CH3:39])([CH3:38])[CH3:37])=[O:34])[C@H:14]([O:15][CH2:16][C:17]2[CH:22]=[CH:21][C:20]([Cl:23])=[C:19]([Cl:24])[CH:18]=2)[C@@H:13]([O:25][C:66]([C:65]2[CH:64]=[CH:63][C:62]([N+:59]([O-:61])=[O:60])=[CH:70][CH:69]=2)=[O:67])[C@@H:12]2[C@H:10]1[C@H:11]2[C:26]([O:28][C:29]([CH3:30])([CH3:32])[CH3:31])=[O:27])=[O:7])([CH3:4])([CH3:2])[CH3:3]. The yield is 0.490.